Dataset: Reaction yield outcomes from USPTO patents with 853,638 reactions. Task: Predict the reaction yield, written as a fraction of the theoretical maximum amount of product (1.0 means a 100% yield; for example, 0.34 means a 34% yield). (1) The reactants are Cl[C:2]1[CH:7]=[CH:6][CH:5]=[C:4]([O:8][CH2:9][CH2:10][C:11]2[CH:16]=[CH:15][CH:14]=[C:13]([F:17])[CH:12]=2)[N:3]=1.[C:18]([O:21]CC)(=[O:20])[CH3:19].[CH3:24][CH2:25][CH2:26][CH2:27][CH2:28]C. No catalyst specified. The product is [F:17][C:13]1[CH:12]=[C:11]([CH2:10][CH2:9][O:8][C:4]2[N:3]=[C:2]([C:25]3[CH:24]=[C:19]([CH:28]=[CH:27][CH:26]=3)[C:18]([OH:21])=[O:20])[CH:7]=[CH:6][CH:5]=2)[CH:16]=[CH:15][CH:14]=1. The yield is 0.460. (2) The product is [N:26]1[CH:31]=[CH:30][C:29]([C:2]2[C:10]3[C:9](=[O:11])[N:8]([CH2:12][CH2:13][C:14]4[CH:19]=[CH:18][CH:17]=[CH:16][N:15]=4)[N:7]=[C:6]([C:20]4[CH:25]=[CH:24][N:23]=[CH:22][CH:21]=4)[C:5]=3[S:4][CH:3]=2)=[CH:28][CH:27]=1. The yield is 0.752. No catalyst specified. The reactants are Br[C:2]1[C:10]2[C:9](=[O:11])[N:8]([CH2:12][CH2:13][C:14]3[CH:19]=[CH:18][CH:17]=[CH:16][N:15]=3)[N:7]=[C:6]([C:20]3[CH:25]=[CH:24][N:23]=[CH:22][CH:21]=3)[C:5]=2[S:4][CH:3]=1.[N:26]1[CH:31]=[CH:30][C:29](B(O)O)=[CH:28][CH:27]=1. (3) The reactants are [F:1][C:2]([F:15])([F:14])[CH2:3][N:4]1[C:9](=[O:10])[C:8]2[CH:11]=[CH:12][O:13][C:7]=2[N:6]=[CH:5]1.[Br:16]Br. The catalyst is CN(C=O)C. The product is [Br:16][C:12]1[O:13][C:7]2[N:6]=[CH:5][N:4]([CH2:3][C:2]([F:1])([F:14])[F:15])[C:9](=[O:10])[C:8]=2[CH:11]=1. The yield is 0.770.